The task is: Predict which catalyst facilitates the given reaction.. This data is from Catalyst prediction with 721,799 reactions and 888 catalyst types from USPTO. (1) Reactant: [CH3:1][O:2][C:3]1[C:20]([O:21][CH3:22])=[CH:19][C:6]([CH2:7][CH:8]([C:14]([O:16][CH2:17][CH3:18])=[O:15])[C:9](OCC)=[O:10])=[C:5]([N+:23]([O-])=O)[CH:4]=1.C(=O)(O)[O-].[Na+]. Product: [CH3:22][O:21][C:20]1[CH:19]=[C:6]2[C:5](=[CH:4][C:3]=1[O:2][CH3:1])[NH:23][C:9](=[O:10])[CH:8]([C:14]([O:16][CH2:17][CH3:18])=[O:15])[CH2:7]2. The catalyst class is: 770. (2) Reactant: [Cl-].COC1C=C(OC)NN([N+]2(C)CCOCC2)N=1.[Cl:19][CH2:20][CH2:21][CH2:22][O:23][C:24]1[CH:33]=[C:32]2[C:27]([C:28]([NH:34][C:35]3[CH:36]=[N:37][N:38]([CH2:40][C:41](O)=[O:42])[CH:39]=3)=[N:29][CH:30]=[N:31]2)=[CH:26][CH:25]=1.[F:44][C:45]1[CH:51]=[CH:50][CH:49]=[C:48]([F:52])[C:46]=1[NH2:47].O. The catalyst class is: 9. Product: [Cl:19][CH2:20][CH2:21][CH2:22][O:23][C:24]1[CH:33]=[C:32]2[C:27]([C:28]([NH:34][C:35]3[CH:36]=[N:37][N:38]([CH2:40][C:41]([NH:47][C:46]4[C:45]([F:44])=[CH:51][CH:50]=[CH:49][C:48]=4[F:52])=[O:42])[CH:39]=3)=[N:29][CH:30]=[N:31]2)=[CH:26][CH:25]=1. (3) Reactant: C[Al](C)C.[CH3:5][NH2:6].[CH3:7][C@@H:8]1[CH2:13][N:12]([C:14]2[CH:23]=[CH:22][CH:21]=[C:20]3[C:15]=2[CH:16]=[CH:17][C:18]([CH3:24])=[N:19]3)[CH2:11][CH2:10][N:9]1[CH2:25][CH2:26][C:27]1[CH:36]=[CH:35][CH:34]=[C:33]2[C:28]=1[CH:29]=[CH:30][C:31]1[N:32]2[CH:37]=[N:38][C:39]=1[C:40](OCC)=[O:41].[OH-].[Na+].C(Cl)[Cl:48]. Product: [ClH:48].[ClH:48].[CH3:5][NH:6][C:40]([C:39]1[N:38]=[CH:37][N:32]2[C:33]3[C:28](=[C:27]([CH2:26][CH2:25][N:9]4[CH2:10][CH2:11][N:12]([C:14]5[CH:23]=[CH:22][CH:21]=[C:20]6[C:15]=5[CH:16]=[CH:17][C:18]([CH3:24])=[N:19]6)[CH2:13][C@H:8]4[CH3:7])[CH:36]=[CH:35][CH:34]=3)[CH:29]=[CH:30][C:31]=12)=[O:41]. The catalyst class is: 6. (4) Reactant: Br[C:2]1[N:7]=[C:6]([NH:8][C:9]2[CH:14]=[C:13]([C:15]([F:18])([F:17])[F:16])[CH:12]=[CH:11][N:10]=2)[CH:5]=[C:4]([CH3:19])[CH:3]=1.CC1(C)C(C)(C)OB([C:28]2[S:32][CH:31]=[N:30][CH:29]=2)O1. Product: [CH3:19][C:4]1[CH:3]=[C:2]([C:28]2[S:32][CH:31]=[N:30][CH:29]=2)[N:7]=[C:6]([NH:8][C:9]2[CH:14]=[C:13]([C:15]([F:18])([F:17])[F:16])[CH:12]=[CH:11][N:10]=2)[CH:5]=1. The catalyst class is: 3. (5) Reactant: [Br:1][C:2]1[C:3]([C:28]([F:31])([F:30])[F:29])=[CH:4][C:5]([N+:25]([O-])=O)=[C:6]([NH:8][CH:9]2[CH2:14][CH2:13][N:12]([C@H:15]3[CH2:20][CH2:19][C@@H:18]([O:21][CH2:22][CH2:23][CH3:24])[CH2:17][CH2:16]3)[CH2:11][CH2:10]2)[CH:7]=1.O.NN. Product: [Br:1][C:2]1[CH:7]=[C:6]([NH:8][CH:9]2[CH2:14][CH2:13][N:12]([C@H:15]3[CH2:16][CH2:17][C@@H:18]([O:21][CH2:22][CH2:23][CH3:24])[CH2:19][CH2:20]3)[CH2:11][CH2:10]2)[C:5]([NH2:25])=[CH:4][C:3]=1[C:28]([F:31])([F:29])[F:30]. The catalyst class is: 171. (6) Reactant: [Br:1][C:2]1[CH:3]=[C:4]2[C:8](=[CH:9][CH:10]=1)[C:7](=[O:11])[CH2:6][CH2:5]2.[BH4-].[Na+].Cl. Product: [Br:1][C:2]1[CH:3]=[C:4]2[C:8](=[CH:9][CH:10]=1)[CH:7]([OH:11])[CH2:6][CH2:5]2. The catalyst class is: 5. (7) Product: [NH2:8][CH2:7][C:6]1[N:2]([NH:1][CH2:26][C:21]2[CH:22]=[CH:23][CH:24]=[CH:25][N:20]=2)[N:3]=[C:4]([C:16]([F:17])([F:18])[F:19])[CH:5]=1. The catalyst class is: 5. Reactant: [NH2:1][N:2]1[C:6]([CH2:7][NH:8]C(=O)OC(C)(C)C)=[CH:5][C:4]([C:16]([F:19])([F:18])[F:17])=[N:3]1.[N:20]1[CH:25]=[CH:24][CH:23]=[CH:22][C:21]=1[CH:26]=O.C(O)(=O)C.C(OCC)(=O)C.CCCCCC. (8) Reactant: [CH:1]1([C:6]2[CH:7]=[CH:8][C:9]3[O:13][C:12]([C:14]4[CH:15]=[C:16]5[C:21](=[CH:22][CH:23]=4)[CH2:20][N:19]([CH2:24][CH2:25][C:26]([O:28]C(C)(C)C)=[O:27])[CH2:18][CH2:17]5)=[CH:11][C:10]=3[CH:33]=2)[CH2:5][CH2:4][CH2:3][CH2:2]1.C(O)(C(F)(F)F)=O. Product: [CH:1]1([C:6]2[CH:7]=[CH:8][C:9]3[O:13][C:12]([C:14]4[CH:15]=[C:16]5[C:21](=[CH:22][CH:23]=4)[CH2:20][N:19]([CH2:24][CH2:25][C:26]([OH:28])=[O:27])[CH2:18][CH2:17]5)=[CH:11][C:10]=3[CH:33]=2)[CH2:2][CH2:3][CH2:4][CH2:5]1. The catalyst class is: 2. (9) Reactant: [CH3:1][S:2]([OH:5])(=[O:4])=[O:3].O1CCCC1.[CH2:11]([N:13]1[CH2:18][CH2:17][N:16]([CH2:19][CH2:20][O:21][C:22]2[CH:23]=[CH:24][C:25]([OH:46])=[C:26]([CH:45]=2)[C:27]([NH:29][C:30]2[CH:38]=[C:37]([C:39]3[CH:44]=[CH:43][CH:42]=[CH:41][CH:40]=3)[CH:36]=[CH:35][C:31]=2[C:32]([OH:34])=[O:33])=[O:28])[CH2:15][CH2:14]1)[CH3:12]. Product: [CH3:1][S:2]([OH:5])(=[O:4])=[O:3].[CH3:1][S:2]([OH:5])(=[O:4])=[O:3].[CH2:11]([N:13]1[CH2:14][CH2:15][N:16]([CH2:19][CH2:20][O:21][C:22]2[CH:23]=[CH:24][C:25]([OH:46])=[C:26]([CH:45]=2)[C:27]([NH:29][C:30]2[CH:38]=[C:37]([C:39]3[CH:44]=[CH:43][CH:42]=[CH:41][CH:40]=3)[CH:36]=[CH:35][C:31]=2[C:32]([OH:34])=[O:33])=[O:28])[CH2:17][CH2:18]1)[CH3:12]. The catalyst class is: 8. (10) Product: [Cl:50][C:48]1[C:27]([C:28]2[CH:33]=[CH:32][C:31]([O:34][CH3:35])=[CH:30][CH:29]=2)=[C:26]2[C:22]3[CH2:21][C:20]([CH3:40])([CH3:39])[C:19](=[O:18])[CH2:38][C:23]=3[S:24][C:25]2=[N:37][C:47]=1[CH2:46][N:43]1[C:5](=[O:9])[CH2:6][CH2:45][C:44]1=[O:3]. The catalyst class is: 6. Reactant: CS(C)=[O:3].[C:5](Cl)(=[O:9])[C:6](Cl)=O.C([O:18][CH:19]1[CH2:38][C:23]2[S:24][C:25]([NH2:37])=[C:26]([C:27](=O)[C:28]3[CH:33]=[CH:32][C:31]([O:34][CH3:35])=[CH:30][CH:29]=3)[C:22]=2[CH2:21][C:20]1([CH3:40])[CH3:39])C1C=CC=CC=1.C([N:43]([CH2:46][CH3:47])[CH2:44][CH3:45])C.[CH2:48]([Cl:50])Cl.